This data is from Catalyst prediction with 721,799 reactions and 888 catalyst types from USPTO. The task is: Predict which catalyst facilitates the given reaction. Reactant: Cl[C:2]1[CH:7]=[CH:6][N:5]=[C:4]2[NH:8][C:9]([C:11]3[CH:12]=[N:13][N:14]([CH3:16])[CH:15]=3)=[N:10][C:3]=12.[C:17]([O:21][C:22]([N:24]1[CH2:33][CH2:32][C:31]2[C:26](=[CH:27][CH:28]=[C:29](B3OC(C)(C)C(C)(C)O3)[CH:30]=2)[CH2:25]1)=[O:23])([CH3:20])([CH3:19])[CH3:18].C1(P(C2CCCCC2)C2C=CC=CC=2C2C(OC)=CC=CC=2OC)CCCCC1.C(=O)([O-])[O-].[K+].[K+].O1CCOCC1.O. Product: [C:17]([O:21][C:22]([N:24]1[CH2:33][CH2:32][C:31]2[C:26](=[CH:27][CH:28]=[C:29]([C:2]3[CH:7]=[CH:6][N:5]=[C:4]4[NH:8][C:9]([C:11]5[CH:12]=[N:13][N:14]([CH3:16])[CH:15]=5)=[N:10][C:3]=34)[CH:30]=2)[CH2:25]1)=[O:23])([CH3:20])([CH3:18])[CH3:19]. The catalyst class is: 167.